The task is: Predict the reactants needed to synthesize the given product.. This data is from Full USPTO retrosynthesis dataset with 1.9M reactions from patents (1976-2016). (1) Given the product [CH3:13][CH:12]([C:11]1[C:2]([C:21]2[CH:26]=[CH:25][CH:24]=[CH:23][CH:22]=2)=[C:3]([O:17][CH2:18][O:19][CH3:20])[C:4]2[C:9]([CH:10]=1)=[CH:8][C:7]([O:15][CH3:16])=[CH:6][CH:5]=2)[CH3:14], predict the reactants needed to synthesize it. The reactants are: Br[C:2]1[C:11]([CH:12]([CH3:14])[CH3:13])=[CH:10][C:9]2[C:4](=[CH:5][CH:6]=[C:7]([O:15][CH3:16])[CH:8]=2)[C:3]=1[O:17][CH2:18][O:19][CH3:20].[C:21]1(B(O)O)[CH:26]=[CH:25][CH:24]=[CH:23][CH:22]=1.C([O-])([O-])=O.[Na+].[Na+]. (2) Given the product [C:5]([O:9][C:10]([NH:12][NH:13][C@H:14]1[CH2:19][CH2:18][C@@H:17]([C:20]2[O:24][N:23]=[C:22]([CH:25]([CH3:27])[CH3:26])[N:21]=2)[CH2:16][CH2:15]1)=[O:11])([CH3:8])([CH3:7])[CH3:6].[C:5]([O:9][C:10]([NH:12][NH:13][C@H:14]1[CH2:19][CH2:18][C@H:17]([C:20]2[O:24][N:23]=[C:22]([CH:25]([CH3:27])[CH3:26])[N:21]=2)[CH2:16][CH2:15]1)=[O:11])([CH3:8])([CH3:7])[CH3:6], predict the reactants needed to synthesize it. The reactants are: C([BH3-])#N.[Na+].[C:5]([O:9][C:10]([NH:12][N:13]=[C:14]1[CH2:19][CH2:18][CH:17]([C:20]2[O:24][N:23]=[C:22]([CH:25]([CH3:27])[CH3:26])[N:21]=2)[CH2:16][CH2:15]1)=[O:11])([CH3:8])([CH3:7])[CH3:6].O.[OH-].[Na+]. (3) Given the product [CH2:1]([N:8]1[CH2:12][C@@H:11]([CH2:13][O:14][CH2:24][CH2:25][CH2:26][CH2:27][CH2:28][CH2:29][CH2:30][CH2:31]/[CH:32]=[CH:33]\[CH2:34][CH2:35][CH2:36][CH2:37][CH2:38][CH3:39])[C@H:10]([CH2:15][O:16][CH2:39][CH2:38][CH2:37][CH2:36][CH2:35][CH2:34][CH2:33][CH2:32]/[CH:31]=[CH:30]\[CH2:29][CH2:28][CH2:27][CH2:26][CH2:25][CH3:24])[CH2:9]1)[C:2]1[CH:3]=[CH:4][CH:5]=[CH:6][CH:7]=1, predict the reactants needed to synthesize it. The reactants are: [CH2:1]([N:8]1[CH2:12][C@@H:11]([CH2:13][OH:14])[C@H:10]([CH2:15][OH:16])[CH2:9]1)[C:2]1[CH:7]=[CH:6][CH:5]=[CH:4][CH:3]=1.[H-].[Na+].CS(O[CH2:24][CH2:25][CH2:26][CH2:27][CH2:28][CH2:29][CH2:30][CH2:31]/[CH:32]=[CH:33]\[CH2:34][CH2:35][CH2:36][CH2:37][CH2:38][CH3:39])(=O)=O.[Cl-].[NH4+]. (4) Given the product [CH:25]1([NH:28][CH2:10][CH2:9][CH2:8][NH:7][C:5]([C@@H:4]([NH:12][C:13]([C:15]2[S:16][C:17]3[CH:23]=[CH:22][CH:21]=[CH:20][C:18]=3[CH:19]=2)=[O:14])[CH2:3][CH:2]([CH3:24])[CH3:1])=[O:6])[CH2:27][CH2:26]1, predict the reactants needed to synthesize it. The reactants are: [CH3:1][CH:2]([CH3:24])[CH2:3][C@H:4]([NH:12][C:13]([C:15]1[S:16][C:17]2[CH:23]=[CH:22][CH:21]=[CH:20][C:18]=2[CH:19]=1)=[O:14])[C:5]([NH:7][CH2:8][CH2:9][CH:10]=O)=[O:6].[CH:25]1([NH2:28])[CH2:27][CH2:26]1.[BH-](OC(C)=O)(OC(C)=O)OC(C)=O.[Na+].Cl.O1CCOCC1. (5) Given the product [C:25]1([CH:19]([C:13]2[CH:14]=[CH:15][CH:16]=[CH:17][CH:18]=2)[N:20]2[CH2:23][CH:22]([O:24][S:9]([CH3:8])(=[O:11])=[O:10])[CH2:21]2)[CH:26]=[CH:27][CH:28]=[CH:29][CH:30]=1, predict the reactants needed to synthesize it. The reactants are: C(N(CC)CC)C.[CH3:8][S:9](Cl)(=[O:11])=[O:10].[C:13]1([CH:19]([C:25]2[CH:30]=[CH:29][CH:28]=[CH:27][CH:26]=2)[N:20]2[CH2:23][CH:22]([OH:24])[CH2:21]2)[CH:18]=[CH:17][CH:16]=[CH:15][CH:14]=1.C(=O)([O-])[O-].[Na+].[Na+]. (6) The reactants are: I[C:2]1[CH:10]=[CH:9][CH:8]=[CH:7][C:3]=1[C:4]([OH:6])=[O:5].[Cl:11][C:12]1[CH:17]=[CH:16][C:15]([Cl:18])=[CH:14][C:13]=1[OH:19].C(=O)([O-])[O-].[Cs+].[Cs+].Cl. Given the product [Cl:11][C:12]1[CH:17]=[CH:16][C:15]([Cl:18])=[CH:14][C:13]=1[O:19][C:2]1[CH:10]=[CH:9][CH:8]=[CH:7][C:3]=1[C:4]([OH:6])=[O:5], predict the reactants needed to synthesize it. (7) Given the product [CH3:34][C:29]1[C:28]([CH2:27][N:25]2[CH:26]=[C:22]([N:19]3[C:38](=[O:39])[C:37]([CH3:44])([CH3:43])[NH:36][C:20]3=[O:21])[CH:23]=[N:24]2)=[C:32]([CH3:33])[O:31][N:30]=1, predict the reactants needed to synthesize it. The reactants are: CC1C(CN2C=C(C(N=[N+]=[N-])=O)C=N2)=C(C)ON=1.[N:19]([C:22]1[CH:23]=[N:24][N:25]([CH2:27][C:28]2[C:29]([CH3:34])=[N:30][O:31][C:32]=2[CH3:33])[CH:26]=1)=[C:20]=[O:21].Cl.[NH2:36][C:37]([CH3:44])([CH3:43])[C:38](OCC)=[O:39]. (8) Given the product [Br:22][CH2:19][CH2:18][CH2:17][CH2:16][CH2:15][C:6]([CH3:21])([CH3:5])[CH2:7][O:8][CH:9]1[CH2:14][CH2:13][CH2:12][CH2:11][O:10]1, predict the reactants needed to synthesize it. The reactants are: BrCCC[CH2:5][C:6]([CH3:21])([C:15]1C=[CH:19][CH:18]=[CH:17][CH:16]=1)[CH2:7][O:8][CH:9]1[CH2:14][CH2:13][CH2:12][CH2:11][O:10]1.[Br:22]CCCCCC(C)(C)CO.O1C=CCCC1. (9) Given the product [CH3:25][O:24][C:7]1[CH:6]=[CH:5][C:4]2[N:3]=[C:2]([NH:33][C:32]3[CH:34]=[CH:35][C:29]([N+:26]([O-:28])=[O:27])=[CH:30][CH:31]=3)[C:11]3=[N:12][NH:13][CH:14]=[C:10]3[C:9]=2[CH:8]=1, predict the reactants needed to synthesize it. The reactants are: Cl[C:2]1[C:11]2=[N:12][N:13](CC3C=CC(OC)=CC=3)[CH:14]=[C:10]2[C:9]2[CH:8]=[C:7]([O:24][CH3:25])[CH:6]=[CH:5][C:4]=2[N:3]=1.[N+:26]([C:29]1[CH:35]=[CH:34][C:32]([NH2:33])=[CH:31][CH:30]=1)([O-:28])=[O:27].Cl.